From a dataset of Forward reaction prediction with 1.9M reactions from USPTO patents (1976-2016). Predict the product of the given reaction. (1) Given the reactants [CH:1]1([N:5]2[CH2:11][CH2:10][CH2:9][N:8]([C:12]([C:14]3[CH:15]=[N:16][C:17]([O:20][C:21]4[CH:26]=[CH:25][C:24]([F:27])=[CH:23][CH:22]=4)=[CH:18][CH:19]=3)=[O:13])[CH2:7][CH2:6]2)[CH2:4][CH2:3][CH2:2]1.[ClH:28], predict the reaction product. The product is: [OH2:13].[ClH:28].[CH:1]1([N:5]2[CH2:11][CH2:10][CH2:9][N:8]([C:12]([C:14]3[CH:15]=[N:16][C:17]([O:20][C:21]4[CH:22]=[CH:23][C:24]([F:27])=[CH:25][CH:26]=4)=[CH:18][CH:19]=3)=[O:13])[CH2:7][CH2:6]2)[CH2:2][CH2:3][CH2:4]1. (2) Given the reactants [CH:1]1([CH2:6][CH2:7][C:8]([N:10]([CH2:21][C:22]2[CH:27]=[CH:26][C:25]([C:28]#[C:29][CH2:30][CH2:31][CH2:32][C:33]3[CH:38]=[CH:37][CH:36]=[CH:35][CH:34]=3)=[CH:24][CH:23]=2)[C:11]2[CH:19]=[CH:18][C:14]([C:15]([OH:17])=[O:16])=[C:13]([OH:20])[CH:12]=2)=[O:9])[CH2:5][CH2:4][CH2:3][CH2:2]1.[CH3:39][NH:40][CH2:41][C@@H:42]([C@H:44]([C@@H:46]([C@@H:48]([CH2:50][OH:51])[OH:49])[OH:47])[OH:45])[OH:43], predict the reaction product. The product is: [CH3:39][NH:40][CH2:41][C@@H:42]([C@H:44]([C@@H:46]([C@@H:48]([CH2:50][OH:51])[OH:49])[OH:47])[OH:45])[OH:43].[CH:1]1([CH2:6][CH2:7][C:8]([N:10]([CH2:21][C:22]2[CH:23]=[CH:24][C:25]([C:28]#[C:29][CH2:30][CH2:31][CH2:32][C:33]3[CH:38]=[CH:37][CH:36]=[CH:35][CH:34]=3)=[CH:26][CH:27]=2)[C:11]2[CH:19]=[CH:18][C:14]([C:15]([OH:17])=[O:16])=[C:13]([OH:20])[CH:12]=2)=[O:9])[CH2:2][CH2:3][CH2:4][CH2:5]1. (3) Given the reactants [Cl-].[NH4+].O.[N+:4]([C:7]1[CH:13]=[C:12]([O:14][C:15]([F:18])([F:17])[F:16])[CH:11]=[CH:10][C:8]=1[NH2:9])([O-])=O, predict the reaction product. The product is: [F:16][C:15]([F:17])([F:18])[O:14][C:12]1[CH:13]=[C:7]([NH2:4])[C:8]([NH2:9])=[CH:10][CH:11]=1. (4) Given the reactants C([O:3][C:4](=O)[CH2:5][C:6]([C@H:8]1[CH2:13][CH2:12][N:11]([C:14]([O:16][CH3:17])=[O:15])[C@@H:10]([C:18]2[CH:23]=[CH:22][C:21]([O:24][C:25]([F:28])([F:27])[F:26])=[CH:20][C:19]=2[F:29])[CH2:9]1)=[O:7])C.[OH-].[Na+].[NH2:33]O.Cl, predict the reaction product. The product is: [F:29][C:19]1[CH:20]=[C:21]([O:24][C:25]([F:28])([F:27])[F:26])[CH:22]=[CH:23][C:18]=1[C@H:10]1[CH2:9][C@@H:8]([C:6]2[O:7][NH:33][C:4](=[O:3])[CH:5]=2)[CH2:13][CH2:12][N:11]1[C:14]([O:16][CH3:17])=[O:15].